Dataset: Retrosynthesis with 50K atom-mapped reactions and 10 reaction types from USPTO. Task: Predict the reactants needed to synthesize the given product. (1) Given the product COC(=O)[C@@H](CC(C)C)NC(=O)c1cc(OC)nc(OC)c1, predict the reactants needed to synthesize it. The reactants are: COC(=O)[C@H](N)CC(C)C.COc1cc(C(=O)O)cc(OC)n1. (2) Given the product CN(CCCc1ccc(Cl)cc1)c1nc(NCCc2ccc(O)cc2)nc(N2CCN(Cc3cccnc3)CC2)n1, predict the reactants needed to synthesize it. The reactants are: CN(CCCc1ccc(Cl)cc1)c1nc(NCCc2ccc(O)cc2)nc(N2CCNCC2)n1.ClCc1cccnc1. (3) Given the product FC(F)(F)Sc1cccc(-c2cnc3nc(C(F)(F)F)cnn23)c1, predict the reactants needed to synthesize it. The reactants are: CC1(C)COB(c2cccc(SC(F)(F)F)c2)OC1.FC(F)(F)c1cnn2c(Br)cnc2n1. (4) Given the product COC(=O)C(c1ccccc1)N1CCOCC1, predict the reactants needed to synthesize it. The reactants are: C1COCCN1.COC(=O)C(Br)c1ccccc1. (5) Given the product COC(=O)CC(c1ccc(O)cc1)C1CC1, predict the reactants needed to synthesize it. The reactants are: CCOC(C)=O.O=C(O)CC(c1ccc(O)cc1)C1CC1. (6) Given the product CCOC(=O)C(CCc1ccccc1)NC1CCCCCNC1=O, predict the reactants needed to synthesize it. The reactants are: CCOC(=O)C(=O)CCc1ccccc1.NC1CCCCCNC1=O. (7) Given the product NCCCNCc1cc(C(=O)NOCCO)c(Nc2ccc(I)cc2F)c(F)c1F, predict the reactants needed to synthesize it. The reactants are: NCCCN.O=Cc1cc(C(=O)NOCCO)c(Nc2ccc(I)cc2F)c(F)c1F. (8) Given the product O=C(NCC12CC3CC(CC(C3)C1)C2)c1cc(CCCO)ccc1Cl, predict the reactants needed to synthesize it. The reactants are: O=C(O)CCc1ccc(Cl)c(C(=O)NCC23CC4CC(CC(C4)C2)C3)c1. (9) Given the product CN(C)CCCNC(=O)c1ccc(-c2nnc(COCCCc3ccccc3)o2)cc1, predict the reactants needed to synthesize it. The reactants are: CN(C)CCCN.O=C(O)c1ccc(-c2nnc(COCCCc3ccccc3)o2)cc1. (10) Given the product C[C@@H]1CNCCN1c1nccnc1OCCOc1ccccc1OCCN(C)C, predict the reactants needed to synthesize it. The reactants are: CN(C)CCOc1ccccc1OCCO.C[C@@H]1CNCCN1c1nccnc1Cl.